This data is from NCI-60 drug combinations with 297,098 pairs across 59 cell lines. The task is: Regression. Given two drug SMILES strings and cell line genomic features, predict the synergy score measuring deviation from expected non-interaction effect. Drug 1: C1C(C(OC1N2C=NC3=C(N=C(N=C32)Cl)N)CO)O. Drug 2: COC1=C2C(=CC3=C1OC=C3)C=CC(=O)O2. Cell line: HL-60(TB). Synergy scores: CSS=46.9, Synergy_ZIP=-3.62, Synergy_Bliss=-6.58, Synergy_Loewe=-33.2, Synergy_HSA=-6.28.